From a dataset of Experimentally validated miRNA-target interactions with 360,000+ pairs, plus equal number of negative samples. Binary Classification. Given a miRNA mature sequence and a target amino acid sequence, predict their likelihood of interaction. (1) The miRNA is mmu-miR-3071-5p with sequence ACUCAUUUGAGACGAUGAUGGA. The protein sequence of the target gene is MEQLNELELLMEKSFWEEAELPAELFQKKVVASFPRTVLSTGMDNRYLVLAVNTVQNKEGNCEKRLVITASQSLENKELCILRNDWCSVPVEPGDIIHLEGDCTSDTWIIDKDFGYLILYPDMLISGTSIASSIRCMRRAVLSETFRSSDPATRQMLIGTVLHEVFQKAINNSFAPEKLQELAFQTIQEIRHLKEMYRLNLSQDEIKQEVEDYLPSFCKWAGDFMHKNTSTDFPQMQLSLPSDNSKDNSTCNIEVVKPMDIEESIWSPRFGLKGKIDVTVGVKIHRGYKTKYKIMPLELK.... Result: 0 (no interaction). (2) The miRNA is hsa-miR-3150a-3p with sequence CUGGGGAGAUCCUCGAGGUUGG. The protein sequence of the target gene is MSTTLLSPFYDIDFLCKTEKSLANLNLNNMLDKKAVGTPVAAAPSSSFTPGFLRRHSASNLHALAHPVPSPGSCSPKFPGAPNGGGSSCGPAGGGGLASYGQLKEPSGGSGTALVTKESKFRDRSFSENGERSQHLLHLQQQQKGGSGSQINSTRYKTELCRPFEESGTCKYGEKCQFAHGFHELRSLTRHPKYKTELCRTFHTIGFCPYGPRCHFIHNADERRPAPSGGGGASGDLRAFGARDALHLGFAREPRPKLHHSLSFSGFPSGHHQPPGGLESPLLLDSPTSRTPPPPSSSAS.... Result: 0 (no interaction). (3) The miRNA is hsa-miR-17-3p with sequence ACUGCAGUGAAGGCACUUGUAG. The protein sequence of the target gene is MDQCVTVERELEKVLHKFSGYGQLCERGLEELIDYTGGLKHEILQSHGQDAELSGTLSLVLTQCCKRIKDTVQKLASDHKDIHSSVSRVGKAIDKNFDSDISSVGIDGCWQADSQRLLNEVMVEHFFRQGMLDVAEELCQESGLSVDPSQKEPFVELNRILEALKVRVLRPALEWAVSNREMLIAQNSSLEFKLHRLYFISLLMGGTTNQREALQYAKNFQPFALNHQKDIQVLMGSLVYLRQGIENSPYVHLLDANQWADICDIFTRDACALLGLSVESPLSVSFSAGCVALPALINIK.... Result: 1 (interaction). (4) The miRNA is mmu-miR-6380 with sequence UGUAAGUGCUUUUAACUGCUGAGC. The protein sequence of the target gene is MDFSKLPKILDEDKESTFGYVHGVSGPVVTACDMAGAAMYELVRVGHSELVGEIIRLEGDMATIQVYEETSGVSVGDPVLRTGKPLSVELGPGIMGAIFDGIQRPLSDISSQTQSIYIPRGVNVSALSRDVKWEFTPSKNLRVGSHITGGDIYGIVNENSLIKHRIMLPPRNRGTVTYIAPPGNYDTSDVVLELEFEGVKEKFSMVQVWPVRQVRPVTEKLPANHPLLTGQRVLDALFPCVQGGTTAIPGAFGCGKTVISQSLSKYSNSDVIIYVGCGERVNEMSEVLRDFPELTMEVDG.... Result: 0 (no interaction).